This data is from Reaction yield outcomes from USPTO patents with 853,638 reactions. The task is: Predict the reaction yield, written as a fraction of the theoretical maximum amount of product (1.0 means a 100% yield; for example, 0.34 means a 34% yield). (1) The reactants are [F:1][C:2]([F:24])([F:23])[C:3]1[CH:4]=[C:5]([C:13]2[N:17]=[CH:16][N:15](/[CH:18]=[CH:19]\[C:20]([OH:22])=O)[N:14]=2)[CH:6]=[C:7]([C:9]([F:12])([F:11])[F:10])[CH:8]=1.Cl.[NH:26]([C:28]1[CH:33]=[CH:32][N:31]=[CH:30][CH:29]=1)[NH2:27].C(P1(=O)OP(CCC)(=O)OP(CCC)(=O)O1)CC.CCN(C(C)C)C(C)C. The catalyst is CCOC(C)=O. The product is [F:24][C:2]([F:23])([F:1])[C:3]1[CH:4]=[C:5]([C:13]2[N:17]=[CH:16][N:15](/[CH:18]=[CH:19]\[C:20]([NH:27][NH:26][C:28]3[CH:33]=[CH:32][N:31]=[CH:30][CH:29]=3)=[O:22])[N:14]=2)[CH:6]=[C:7]([C:9]([F:10])([F:12])[F:11])[CH:8]=1. The yield is 0.298. (2) The reactants are C([O:8][C:9]1[N:14]=[C:13]([O:15][C:16]2[CH:17]=[C:18]([CH:21]=[C:22]([CH3:24])[CH:23]=2)[C:19]#[N:20])[C:12]([CH:25]([CH3:27])[CH3:26])=[C:11]([O:28]CC2C=CC=CC=2)[N:10]=1)C1C=CC=CC=1.[H][H]. The catalyst is CCOC(C)=O.CCO.[Pd]. The product is [CH:25]([C:12]1[C:11](=[O:28])[NH:10][C:9](=[O:8])[NH:14][C:13]=1[O:15][C:16]1[CH:17]=[C:18]([CH:21]=[C:22]([CH3:24])[CH:23]=1)[C:19]#[N:20])([CH3:27])[CH3:26]. The yield is 0.290. (3) The reactants are [C:1](Br)(=[O:8])[C:2]1[CH:7]=[CH:6][CH:5]=[CH:4][CH:3]=1.[CH3:10][O:11][C:12]1[CH:13]=[C:14]([CH3:22])[CH:15]=[C:16]([O:20][CH3:21])[C:17]=1[O:18][CH3:19]. The catalyst is ClCCCl. The product is [CH3:21][O:20][C:16]1[C:17]([O:18][CH3:19])=[C:12]([O:11][CH3:10])[CH:13]=[C:14]([CH3:22])[C:15]=1[C:1]([C:2]1[CH:7]=[CH:6][CH:5]=[CH:4][CH:3]=1)=[O:8]. The yield is 0.420. (4) The reactants are [C:1]([C:3]1[CH:4]=[CH:5][C:6]([OH:11])=[C:7]([O:9][CH3:10])[CH:8]=1)#[N:2].C(N(CC)CC)C.[F:19][C:20]([F:26])([F:25])[S:21](Cl)(=[O:23])=[O:22].C(OCC)(=O)C. The catalyst is O1CCCC1.O. The product is [C:1]([C:3]1[CH:4]=[CH:5][C:6]([O:11][S:21]([C:20]([F:26])([F:25])[F:19])(=[O:23])=[O:22])=[C:7]([O:9][CH3:10])[CH:8]=1)#[N:2]. The yield is 0.870.